This data is from Catalyst prediction with 721,799 reactions and 888 catalyst types from USPTO. The task is: Predict which catalyst facilitates the given reaction. Reactant: CCN(C(C)C)C(C)C.[CH3:10][O:11][C:12]1[CH:13]=[CH:14][CH:15]=[C:16]2[C:21]=1[O:20][C:19](=[O:22])[C:18]([C:23]([OH:25])=O)=[CH:17]2.CN(C(ON1N=NC2C=CC=NC1=2)=[N+](C)C)C.F[P-](F)(F)(F)(F)F.[CH3:50][C:51]1[C:55]([C:56]2[CH:57]=[C:58]([NH2:62])[CH:59]=[CH:60][CH:61]=2)=[C:54]([CH3:63])[O:53][N:52]=1. Product: [CH3:50][C:51]1[C:55]([C:56]2[CH:57]=[C:58]([NH:62][C:23]([C:18]3[C:19](=[O:22])[O:20][C:21]4[C:16]([CH:17]=3)=[CH:15][CH:14]=[CH:13][C:12]=4[O:11][CH3:10])=[O:25])[CH:59]=[CH:60][CH:61]=2)=[C:54]([CH3:63])[O:53][N:52]=1. The catalyst class is: 3.